Predict the reactants needed to synthesize the given product. From a dataset of Full USPTO retrosynthesis dataset with 1.9M reactions from patents (1976-2016). (1) Given the product [CH2:30]([N:32]([CH2:20][C:21]1[CH:22]=[C:23]([CH:27]=[CH:28][N:29]=1)[C:24]([NH:18][C:16]1[S:15][C:5]2[C:6]([N:9]3[CH2:10][CH2:11][O:12][CH2:13][CH2:14]3)=[N:7][CH:8]=[C:3]([O:2][CH3:1])[C:4]=2[N:17]=1)=[O:25])[CH2:33][CH3:34])[CH3:31], predict the reactants needed to synthesize it. The reactants are: [CH3:1][O:2][C:3]1[C:4]2[N:17]=[C:16]([NH2:18])[S:15][C:5]=2[C:6]([N:9]2[CH2:14][CH2:13][O:12][CH2:11][CH2:10]2)=[N:7][CH:8]=1.Cl[CH2:20][C:21]1[CH:22]=[C:23]([CH:27]=[CH:28][N:29]=1)[C:24](Cl)=[O:25].[CH2:30]([N:32](C(C)C)[CH:33](C)[CH3:34])[CH3:31].C(NCC)C. (2) Given the product [C:8]1([CH:6]2[C:5]3[CH:14]=[C:15]([NH:18][S:19]([C:22]4[S:23][CH:24]=[CH:25][CH:26]=4)(=[O:20])=[O:21])[CH:16]=[CH:17][C:4]=3[NH:3][C:2](=[S:36])[O:7]2)[CH:13]=[CH:12][CH:11]=[CH:10][CH:9]=1, predict the reactants needed to synthesize it. The reactants are: O=[C:2]1[O:7][CH:6]([C:8]2[CH:13]=[CH:12][CH:11]=[CH:10][CH:9]=2)[C:5]2[CH:14]=[C:15]([NH:18][S:19]([C:22]3[S:23][CH:24]=[CH:25][CH:26]=3)(=[O:21])=[O:20])[CH:16]=[CH:17][C:4]=2[NH:3]1.COC1C=CC(P2(SP(C3C=CC(OC)=CC=3)(=S)S2)=[S:36])=CC=1.C1(C)C=CC=CC=1. (3) Given the product [NH2:10][C:5]1[C:4]([CH2:11][CH2:12][CH:13]2[CH2:18][CH2:17][N:16]([C:61](=[O:62])[C@@H:60]([NH:59][C:57](=[O:58])[O:56][C:52]([CH3:54])([CH3:53])[CH3:55])[CH3:64])[CH2:15][CH2:14]2)=[C:3]([Cl:2])[N:8]=[C:7]([CH3:9])[N:6]=1, predict the reactants needed to synthesize it. The reactants are: Cl.[Cl:2][C:3]1[N:8]=[C:7]([CH3:9])[N:6]=[C:5]([NH2:10])[C:4]=1[CH2:11][CH2:12][CH:13]1[CH2:18][CH2:17][NH:16][CH2:15][CH2:14]1.C(N(C(C)C)CC)(C)C.F[P-](F)(F)(F)(F)F.CN(C(=[N+](C)C)ON1C2=NC=CC=C2N=N1)C.[C:52]([O:56][C:57]([NH:59][C@@H:60]([CH3:64])[C:61](O)=[O:62])=[O:58])([CH3:55])([CH3:54])[CH3:53]. (4) Given the product [CH3:1][O:2][C:3]1[CH:8]=[CH:7][C:6]([C@H:9]([NH:11][C@H:12]2[C:21]3[N:20]=[CH:19][CH:18]=[CH:17][C:16]=3[CH2:15][CH2:14][C@H:13]2[CH2:22][CH2:23][CH2:24][OH:25])[CH3:10])=[CH:5][CH:4]=1, predict the reactants needed to synthesize it. The reactants are: [CH3:1][O:2][C:3]1[CH:8]=[CH:7][C:6]([C@H:9]([NH:11][C@H:12]2[C:21]3[N:20]=[CH:19][CH:18]=[CH:17][C:16]=3[CH2:15][CH2:14][C@H:13]2[CH2:22][CH2:23][C:24](OCC)=[O:25])[CH3:10])=[CH:5][CH:4]=1.[H-].[Al+3].[Li+].[H-].[H-].[H-]. (5) Given the product [O:36]=[S:37]1(=[O:40])[CH2:45][CH2:44][CH2:43][CH2:42][N:41]1[C:2]1[N:7]=[C:6]([C:8]([O:10][CH3:11])=[O:9])[C:5]([OH:12])=[CH:4][CH:3]=1, predict the reactants needed to synthesize it. The reactants are: Br[C:2]1[N:7]=[C:6]([C:8]([O:10][CH3:11])=[O:9])[C:5]([OH:12])=[CH:4][CH:3]=1.C(Cl)Cl.C(N(CC(O)=O)CC(O)=O)CN(CC(O)=O)CC(O)=O.[OH:36][S:37]([OH:40])(=O)=O.[N:41]1C=[CH:45][CH:44]=[CH:43][CH:42]=1. (6) Given the product [NH2:41][C:42]1([C:46]2[CH:47]=[CH:48][C:49]([C:52]3[C:53]([C:70]4[CH:75]=[CH:74][CH:73]=[CH:72][CH:71]=4)=[CH:54][C:55]4[N:60]([CH2:61][C:62]5[CH:63]=[N:64][CH:65]=[CH:66][CH:67]=5)[C:59](=[O:68])[CH2:58][O:57][C:56]=4[N:69]=3)=[CH:50][CH:51]=2)[CH2:45][CH2:44][CH2:43]1, predict the reactants needed to synthesize it. The reactants are: N1C=CN=C1CN1C(=O)COC2N=C(C3C=CC(C4(N)CCC4)=CC=3)C(C3C=CC=CC=3)=CC1=2.C(OC(=O)[NH:41][C:42]1([C:46]2[CH:51]=[CH:50][C:49]([C:52]3[C:53]([C:70]4[CH:75]=[CH:74][CH:73]=[CH:72][CH:71]=4)=[CH:54][C:55]4[N:60]([CH2:61][C:62]5[CH:63]=[N:64][CH:65]=[CH:66][CH:67]=5)[C:59](=[O:68])[CH2:58][O:57][C:56]=4[N:69]=3)=[CH:48][CH:47]=2)[CH2:45][CH2:44][CH2:43]1)(C)(C)C.